This data is from Catalyst prediction with 721,799 reactions and 888 catalyst types from USPTO. The task is: Predict which catalyst facilitates the given reaction. (1) Reactant: [OH-].[Na+].[C:3]([C:6]1[CH:11]=[CH:10][CH:9]=[CH:8][CH:7]=1)(=[O:5])[CH3:4].[C:12]([C:15]1[CH:22]=[CH:21][C:18]([CH:19]=O)=[CH:17][CH:16]=1)([OH:14])=[O:13].Cl. Product: [O:5]=[C:3]([C:6]1[CH:11]=[CH:10][CH:9]=[CH:8][CH:7]=1)[CH:4]=[CH:19][C:18]1[CH:21]=[CH:22][C:15]([C:12]([OH:14])=[O:13])=[CH:16][CH:17]=1. The catalyst class is: 97. (2) Reactant: [C:1]([C:5]1[O:9][N:8]=[C:7]([NH:10][C:11](=[O:22])[C:12]([CH3:21])([S:14][CH2:15][CH:16]2[CH2:20][CH2:19][NH:18][CH2:17]2)[CH3:13])[CH:6]=1)([CH3:4])([CH3:3])[CH3:2].C(N(CC)C(C)C)(C)C.[CH3:32][S:33](Cl)(=[O:35])=[O:34]. Product: [C:1]([C:5]1[O:9][N:8]=[C:7]([NH:10][C:11](=[O:22])[C:12]([SH:14]([CH2:15][CH:16]2[CH2:20][CH2:19][NH:18][CH2:17]2)[S:33]([CH3:32])(=[O:35])=[O:34])([CH3:13])[CH3:21])[CH:6]=1)([CH3:2])([CH3:3])[CH3:4]. The catalyst class is: 1. (3) Reactant: [S:1]1[CH2:6][CH2:5][CH:4]([CH:7]=O)[CH2:3][CH2:2]1.[Si](OS(C(F)(F)F)(=O)=O)(C)(C)C.[CH3:21][O:22][C:23]([C:25]1[CH:26]=[C:27]([Br:34])[CH:28]=[C:29]2[C:33]=1[NH:32][CH:31]=[CH:30]2)=[O:24].[SiH](CC)(CC)CC. Product: [Br:34][C:27]1[CH:28]=[C:29]2[C:33](=[C:25]([C:23]([O:22][CH3:21])=[O:24])[CH:26]=1)[NH:32][CH:31]=[C:30]2[CH2:7][CH:4]1[CH2:3][CH2:2][S:1][CH2:6][CH2:5]1. The catalyst class is: 2. (4) Reactant: [C:1]([O:5][C:6]([N:8]1[CH2:11][CH:10]([NH:12][C:13]2[CH:14]=[C:15]3[C:24](=[CH:25][C:26]=2Br)[O:23][CH2:22][C:21]2[N:16]3[CH:17]([CH3:29])[C:18](=[O:28])[NH:19][N:20]=2)[CH2:9]1)=[O:7])([CH3:4])([CH3:3])[CH3:2].[C:30]1(B(O)O)[CH:35]=[CH:34][CH:33]=[CH:32][CH:31]=1.C([O-])([O-])=O.[K+].[K+]. Product: [C:1]([O:5][C:6]([N:8]1[CH2:11][CH:10]([NH:12][C:13]2[CH:14]=[C:15]3[C:24](=[CH:25][C:26]=2[C:30]2[CH:35]=[CH:34][CH:33]=[CH:32][CH:31]=2)[O:23][CH2:22][C:21]2[N:16]3[CH:17]([CH3:29])[C:18](=[O:28])[NH:19][N:20]=2)[CH2:9]1)=[O:7])([CH3:4])([CH3:3])[CH3:2]. The catalyst class is: 38. (5) Product: [CH3:1][N:2]([CH3:15])[C:3]1([C:13]2[CH:20]=[CH:21][CH:16]=[CH:17][CH:18]=2)[CH2:12][CH2:11][C:6]2([O:10][CH2:9][CH2:8][O:7]2)[CH2:5][CH2:4]1. The catalyst class is: 7. Reactant: [CH3:1][N:2]([CH3:15])[C:3]1([C:13]#N)[CH2:12][CH2:11][C:6]2([O:10][CH2:9][CH2:8][O:7]2)[CH2:5][CH2:4]1.[C:16]1([Mg]Cl)[CH:21]=[CH:20]C=[CH:18][CH:17]=1.[Cl-].[NH4+]. (6) Reactant: [CH3:1][O:2][C:3]1[C:4]([CH3:31])=[C:5]([C:22]([O:29][CH3:30])=[C:23]([O:27][CH3:28])[C:24]=1[O:25][CH3:26])[CH2:6][C:7]1[CH:8]=[CH:9][C:10]([OH:21])=[C:11]([CH:20]=1)[C:12]([N:14]1[CH2:19][CH2:18][CH2:17][CH2:16][CH2:15]1)=[O:13].[N:32]1[CH:37]=[CH:36][C:35](B(O)O)=[CH:34][CH:33]=1.C(N(CC)CC)C.N1C=CC=CC=1. Product: [CH3:1][O:2][C:3]1[C:4]([CH3:31])=[C:5]([C:22]([O:29][CH3:30])=[C:23]([O:27][CH3:28])[C:24]=1[O:25][CH3:26])[CH2:6][C:7]1[CH:8]=[CH:9][C:10]([O:21][C:35]2[CH:36]=[CH:37][N:32]=[CH:33][CH:34]=2)=[C:11]([CH:20]=1)[C:12]([N:14]1[CH2:15][CH2:16][CH2:17][CH2:18][CH2:19]1)=[O:13]. The catalyst class is: 302. (7) Product: [Br:13][C:14]1[CH:21]=[CH:20][C:17]([C:18]#[N:19])=[C:16]([NH:6][CH:1]2[CH2:7][CH2:2][CH2:3][CH2:4][CH2:5]2)[CH:15]=1. The catalyst class is: 3. Reactant: [CH:1]1([NH2:6])[CH2:5][CH2:4][CH2:3][CH2:2]1.[C:7](=O)([O-])[O-].[K+].[K+].[Br:13][C:14]1[CH:21]=[CH:20][C:17]([C:18]#[N:19])=[C:16](F)[CH:15]=1. (8) Product: [CH3:55][O:54][C:52](=[O:53])[C:51]1[CH:56]=[CH:57][C:58]([Cl:59])=[C:49]([NH:48][C:20]([C:18]2[C:17](=[O:23])[NH:16][C:14]3[N:15]=[C:10]([S:9][CH3:8])[N:11]=[CH:12][C:13]=3[CH:19]=2)=[O:22])[CH:50]=1. Reactant: C(N(CC)CC)C.[CH3:8][S:9][C:10]1[N:11]=[CH:12][C:13]2[CH:19]=[C:18]([C:20]([OH:22])=O)[C:17](=[O:23])[NH:16][C:14]=2[N:15]=1.CN(C(ON1N=NC2C=CC=NC1=2)=[N+](C)C)C.F[P-](F)(F)(F)(F)F.[NH2:48][C:49]1[CH:50]=[C:51]([CH:56]=[CH:57][C:58]=1[Cl:59])[C:52]([O:54][CH3:55])=[O:53]. The catalyst class is: 248. (9) Product: [CH3:3][O:4][P:5]([C:9](=[N+:23]=[N-:24])[C:10](=[O:12])[CH3:11])(=[O:8])[O:6][CH3:7]. Reactant: [H-].[Na+].[CH3:3][O:4][P:5]([CH2:9][C:10](=[O:12])[CH3:11])(=[O:8])[O:6][CH3:7].S([N:23]=[N+:24]=[N-])(C1C=CC(C)=CC=1)(=O)=O. The catalyst class is: 1.